This data is from Reaction yield outcomes from USPTO patents with 853,638 reactions. The task is: Predict the reaction yield, written as a fraction of the theoretical maximum amount of product (1.0 means a 100% yield; for example, 0.34 means a 34% yield). (1) The reactants are [Br:1][C:2]1[CH:7]=[CH:6][C:5]([NH:8][C:9](=O)C(F)(F)F)=[C:4]([N+:15]([O-:17])=[O:16])[C:3]=1F.[C:19](=O)([O-])[O-:20].[Cs+].[Cs+].CI.C(=O)([O-])[O-].[K+].[K+]. The catalyst is CN(C)C=O.C(OCC)(=O)C.O. The product is [Br:1][C:2]1[CH:7]=[CH:6][C:5]([NH:8][CH3:9])=[C:4]([N+:15]([O-:17])=[O:16])[C:3]=1[O:20][CH3:19]. The yield is 0.900. (2) The reactants are CN(C(ON1N=NC2C=CC=NC1=2)=[N+](C)C)C.F[P-](F)(F)(F)(F)F.[CH2:25]([O:27][C:28]([CH:30]1[CH2:34][CH2:33][CH:32]([CH2:35][N:36]([CH2:41][C:42]([OH:44])=O)[C:37]([O:39][CH3:40])=[O:38])[NH:31]1)=[O:29])[CH3:26].CN1CCOCC1. The catalyst is CN(C)C=O. The product is [CH3:40][O:39][C:37]([N:36]1[CH2:41][C:42](=[O:44])[N:31]2[CH:30]([C:28]([O:27][CH2:25][CH3:26])=[O:29])[CH2:34][CH2:33][CH:32]2[CH2:35]1)=[O:38]. The yield is 0.760. (3) The reactants are [C:1]([O:5][C:6]([N:8]1[CH2:22][CH2:21][CH2:20][C@H:9]1[C:10]([N:12]1[CH2:19][CH2:18][CH2:17][C@H:13]1[C:14](O)=[O:15])=[O:11])=[O:7])([CH3:4])([CH3:3])[CH3:2].[CH3:23][O:24][C:25](=[O:47])[C@H:26]([CH:44]([CH3:46])[CH3:45])[NH:27][C:28](=[O:43])[C@H:29]([CH:40]([CH3:42])[CH3:41])[NH:30][C:31](=[O:39])[C@H:32]([CH2:34][O:35][CH2:36][CH:37]=[CH2:38])[NH2:33].C1C=C2N=NN(O)C2=CC=1.O.CCN=C=NCCCN(C)C.Cl. The catalyst is CN(C=O)C. The product is [CH3:23][O:24][C:25](=[O:47])[C@H:26]([CH:44]([CH3:46])[CH3:45])[NH:27][C:28](=[O:43])[C@H:29]([CH:40]([CH3:42])[CH3:41])[NH:30][C:31](=[O:39])[C@H:32]([CH2:34][O:35][CH2:36][CH:37]=[CH2:38])[NH:33][C:14](=[O:15])[C@@H:13]1[CH2:17][CH2:18][CH2:19][N:12]1[C:10](=[O:11])[C@@H:9]1[CH2:20][CH2:21][CH2:22][N:8]1[C:6]([O:5][C:1]([CH3:2])([CH3:4])[CH3:3])=[O:7]. The yield is 0.930. (4) The reactants are [CH:1]([C:3]1[CH:12]=[CH:11][C:10]2[C:5](=[CH:6][CH:7]=[CH:8][C:9]=2[N:13]2[CH2:18][CH2:17][N:16]([C:19]([O:21][C:22]([CH3:25])([CH3:24])[CH3:23])=[O:20])[CH2:15][CH2:14]2)[N:4]=1)=[O:2].C(O)(=O)CC(CC(O)=O)(C(O)=O)[OH:29].[OH-].[Na+].Cl.[O-]Cl=O.[Na+]. The catalyst is CS(C)=O.O. The product is [CH3:23][C:22]([O:21][C:19]([N:16]1[CH2:15][CH2:14][N:13]([C:9]2[CH:8]=[CH:7][CH:6]=[C:5]3[C:10]=2[CH:11]=[CH:12][C:3]([C:1]([OH:29])=[O:2])=[N:4]3)[CH2:18][CH2:17]1)=[O:20])([CH3:25])[CH3:24]. The yield is 0.830. (5) The reactants are Cl[C:2]1[C:3]2[CH:10]=[CH:9][NH:8][C:4]=2[N:5]=[CH:6][N:7]=1.[CH:11]1([SH:17])[CH2:16][CH2:15][CH2:14][CH2:13][CH2:12]1.CC(C)([O-])C.[K+].Cl. The catalyst is C1COCC1. The product is [CH:11]1([S:17][C:2]2[C:3]3[CH:10]=[CH:9][NH:8][C:4]=3[N:5]=[CH:6][N:7]=2)[CH2:16][CH2:15][CH2:14][CH2:13][CH2:12]1. The yield is 0.220. (6) The product is [CH:1]1([C:4]2[NH:8][N:7]=[C:6]([NH:9][C:10]3[C:15]([C:16]#[CH:17])=[CH:14][N:13]=[C:12]([C:22]4[CH:23]=[CH:24][CH:25]=[CH:26][CH:27]=4)[N:11]=3)[CH:5]=2)[CH2:3][CH2:2]1. The reactants are [CH:1]1([C:4]2[NH:8][N:7]=[C:6]([NH:9][C:10]3[C:15]([C:16]#[C:17][Si](C)(C)C)=[CH:14][N:13]=[C:12]([C:22]4[CH:27]=[CH:26][CH:25]=[CH:24][CH:23]=4)[N:11]=3)[CH:5]=2)[CH2:3][CH2:2]1. The yield is 0.480. The catalyst is CO.[OH-].[Na+]. (7) The reactants are [C:1]([C:5]1[CH:6]=[CH:7][C:8]([O:21]COCCOC)=[C:9]([C:11]2[N:12]=[N:13][C:14]([C:17]([F:20])([F:19])[F:18])=[CH:15][CH:16]=2)[CH:10]=1)([CH3:4])([CH3:3])[CH3:2]. The catalyst is CO.Cl. The product is [C:1]([C:5]1[CH:6]=[CH:7][C:8]([OH:21])=[C:9]([C:11]2[N:12]=[N:13][C:14]([C:17]([F:19])([F:20])[F:18])=[CH:15][CH:16]=2)[CH:10]=1)([CH3:4])([CH3:2])[CH3:3]. The yield is 0.810. (8) The reactants are [CH3:1][N:2]1[C:10]2[CH:9]=[C:8]([C:11]([O:13]C)=[O:12])[N:7]=[CH:6][C:5]=2[CH:4]=[CH:3]1.[OH-].[Na+]. The catalyst is CO.[Cl-].[Na+].O. The product is [CH3:1][N:2]1[C:10]2[CH:9]=[C:8]([C:11]([OH:13])=[O:12])[N:7]=[CH:6][C:5]=2[CH:4]=[CH:3]1. The yield is 0.830. (9) The reactants are Br[C:2]1[CH:3]=[C:4]([C:8]2([C:18]3[CH:23]=[CH:22][N:21]=[CH:20][C:19]=3[F:24])[C:16]3[C:11](=[CH:12][CH:13]=[CH:14][CH:15]=3)[C:10]([NH2:17])=[N:9]2)[CH:5]=[CH:6][CH:7]=1.[F:25][C:26]1[CH:27]=[N:28][CH:29]=[C:30](B2OC(C)(C)C(C)(C)O2)[CH:31]=1. No catalyst specified. The product is [F:24][C:19]1[CH:20]=[N:21][CH:22]=[CH:23][C:18]=1[C:8]1([C:16]2[CH:11]=[CH:12][CH:13]=[C:14]([C:30]3[CH:29]=[N:28][CH:27]=[C:26]([F:25])[CH:31]=3)[CH:15]=2)[C:4]2[C:5](=[CH:6][CH:7]=[CH:2][CH:3]=2)[C:10]([NH2:17])=[N:9]1. The yield is 0.570.